Dataset: Catalyst prediction with 721,799 reactions and 888 catalyst types from USPTO. Task: Predict which catalyst facilitates the given reaction. Reactant: [Cl:1][C:2]1[CH:3]=[CH:4][C:5]([C:8]([OH:10])=O)=[N:6][CH:7]=1.S(Cl)([Cl:13])=O. Product: [Cl:1][C:2]1[CH:3]=[CH:4][C:5]([C:8]([Cl:13])=[O:10])=[N:6][CH:7]=1. The catalyst class is: 885.